Dataset: Catalyst prediction with 721,799 reactions and 888 catalyst types from USPTO. Task: Predict which catalyst facilitates the given reaction. Reactant: [O:1]=[C:2]([C:6]1[CH:11]=[CH:10][CH:9]=[CH:8][C:7]=1[C:12]([F:15])([F:14])[F:13])[CH2:3][C:4]#[N:5].[OH-:16].[NH4+]. Product: [O:1]=[C:2]([C:6]1[CH:11]=[CH:10][CH:9]=[CH:8][C:7]=1[C:12]([F:13])([F:14])[F:15])[CH2:3][C:4]([NH2:5])=[O:16]. The catalyst class is: 65.